Dataset: Forward reaction prediction with 1.9M reactions from USPTO patents (1976-2016). Task: Predict the product of the given reaction. The product is: [NH2:1][C:2]1[C:3]2[N:4]([C:8]([C@@H:26]3[CH2:30][CH2:29][CH2:28][N:27]3[C:15](=[O:16])[C:14]#[C:13][CH2:12][CH3:11])=[N:9][C:10]=2[C:11]2[CH:25]=[CH:24][C:14]([C:15]([NH:17][C:18]3[CH:23]=[CH:22][CH:21]=[CH:20][N:19]=3)=[O:16])=[CH:13][CH:12]=2)[CH:5]=[CH:6][N:7]=1. Given the reactants [NH2:1][C:2]1[C:3]2[N:4]([C:8]([C@@H:26]3[CH2:30][CH2:29][CH2:28][NH:27]3)=[N:9][C:10]=2[C:11]2[CH:25]=[CH:24][C:14]([C:15]([NH:17][C:18]3[CH:23]=[CH:22][CH:21]=[CH:20][N:19]=3)=[O:16])=[CH:13][CH:12]=2)[CH:5]=[CH:6][N:7]=1, predict the reaction product.